From a dataset of Forward reaction prediction with 1.9M reactions from USPTO patents (1976-2016). Predict the product of the given reaction. (1) Given the reactants [CH3:1][C:2]1[CH:7]=[C:6]([O:8]C2CCCCO2)[CH:5]=[C:4]([CH3:15])[C:3]=1[C:16]1[CH:21]=[CH:20][CH:19]=[C:18]([CH:22]=[O:23])[CH:17]=1.[BH4-].[Na+].[C:26]([OH:38])(=O)[CH2:27][C:28]([CH2:33][C:34](O)=O)(C(O)=O)O, predict the reaction product. The product is: [CH3:15][C:4]1[CH:5]=[C:6]([OH:8])[CH:7]=[C:2]([CH3:1])[C:3]=1[C:16]1[CH:21]=[CH:20][CH:19]=[C:18]([CH2:22][O:23][CH:26]2[CH2:27][CH2:28][CH2:33][CH2:34][O:38]2)[CH:17]=1. (2) Given the reactants [F:1][CH:2]([F:11])[C:3]([C:5]1[CH:10]=[CH:9][CH:8]=[CH:7][CH:6]=1)=[O:4].Br[C:13]1[C:18]([CH3:19])=[CH:17][C:16]([CH3:20])=[CH:15][C:14]=1[CH3:21], predict the reaction product. The product is: [F:1][C:2]([F:11])([C:13]1[C:18]([CH3:19])=[CH:17][C:16]([CH3:20])=[CH:15][C:14]=1[CH3:21])[C:3]([C:5]1[CH:6]=[CH:7][CH:8]=[CH:9][CH:10]=1)=[O:4]. (3) Given the reactants [CH2:1]([O:3][C:4]([C:6]1[C:7]([OH:22])=[C:8]2[C:15]([C:16]3[CH:21]=[CH:20][CH:19]=[CH:18][CH:17]=3)=[N:14][O:13][C:9]2=[C:10](Br)[N:11]=1)=[O:5])[CH3:2].CCCC[Sn]([C:36]1[CH:41]=[CH:40][CH:39]=[N:38][CH:37]=1)(CCCC)CCCC, predict the reaction product. The product is: [CH2:1]([O:3][C:4]([C:6]1[C:7]([OH:22])=[C:8]2[C:15]([C:16]3[CH:21]=[CH:20][CH:19]=[CH:18][CH:17]=3)=[N:14][O:13][C:9]2=[C:10]([C:36]2[CH:37]=[N:38][CH:39]=[CH:40][CH:41]=2)[N:11]=1)=[O:5])[CH3:2]. (4) Given the reactants C[Si]([CH:5]=[N+:6]=[N-:7])(C)C.CN(C)C.[Br:12][C:13]1[CH:14]=[CH:15][CH:16]=[C:17]2[C:21]=1[N:20]([CH3:22])[C:19]([C:23](Cl)=[O:24])=[CH:18]2.[Cl-].[NH4+], predict the reaction product. The product is: [Br:12][C:13]1[CH:14]=[CH:15][CH:16]=[C:17]2[C:21]=1[N:20]([CH3:22])[C:19]([C:23](=[O:24])/[CH:5]=[N:6]/[NH2:7])=[CH:18]2. (5) Given the reactants [O:1]=[C:2]1[C:11]2[CH2:10][CH2:9][CH2:8][CH2:7][C:6]=2[C:5]2[CH2:12][C:13]3[C:14]([C:19](OC)=[O:20])=[CH:15][CH:16]=[CH:17][C:18]=3[C:4]=2[NH:3]1.[H-].[H-].[H-].[H-].[Li+].[Al+3], predict the reaction product. The product is: [OH:20][CH2:19][C:14]1[C:13]2[CH2:12][C:5]3[C:6]4[CH2:7][CH2:8][CH2:9][CH2:10][C:11]=4[C:2](=[O:1])[NH:3][C:4]=3[C:18]=2[CH:17]=[CH:16][CH:15]=1. (6) The product is: [CH2:16]([C:18]1[CH:23]=[CH:22][C:21]([NH:24][C:25]([N:8]2[CH2:7][CH2:6][N:5]([C:9]([O:11][C:12]([CH3:15])([CH3:14])[CH3:13])=[O:10])[CH2:4][CH:3]2[CH2:2][OH:1])=[O:26])=[CH:20][CH:19]=1)[CH3:17]. Given the reactants [OH:1][CH2:2][CH:3]1[NH:8][CH2:7][CH2:6][N:5]([C:9]([O:11][C:12]([CH3:15])([CH3:14])[CH3:13])=[O:10])[CH2:4]1.[CH2:16]([C:18]1[CH:23]=[CH:22][C:21]([N:24]=[C:25]=[O:26])=[CH:20][CH:19]=1)[CH3:17], predict the reaction product.